From a dataset of Full USPTO retrosynthesis dataset with 1.9M reactions from patents (1976-2016). Predict the reactants needed to synthesize the given product. (1) Given the product [C:1]([O:5][C:6](=[O:7])[C:8]([CH3:9])([O:10][C:11]1[CH:16]=[CH:15][C:14]([CH2:17][CH2:18][CH2:19][C:20](=[O:21])[NH:38][C:34]2[CH:33]=[C:32]([C:29]3[CH:28]=[CH:27][C:26]([C:25]([F:39])([F:40])[F:24])=[CH:31][CH:30]=3)[CH:37]=[CH:36][CH:35]=2)=[CH:13][CH:12]=1)[CH3:23])([CH3:3])([CH3:2])[CH3:4], predict the reactants needed to synthesize it. The reactants are: [C:1]([O:5][C:6]([C:8]([CH3:23])([O:10][C:11]1[CH:16]=[CH:15][C:14]([CH2:17][CH2:18][CH2:19][C:20](O)=[O:21])=[CH:13][CH:12]=1)[CH3:9])=[O:7])([CH3:4])([CH3:3])[CH3:2].[F:24][C:25]([F:40])([F:39])[C:26]1[CH:31]=[CH:30][C:29]([C:32]2[CH:37]=[CH:36][CH:35]=[C:34]([NH2:38])[CH:33]=2)=[CH:28][CH:27]=1. (2) The reactants are: [F:1][CH2:2][C:3]1([CH3:10])[CH2:8][CH2:7][C:6](=O)[CH2:5][CH2:4]1.C1C=CC(N([S:25]([C:28]([F:31])([F:30])[F:29])(=[O:27])=[O:26])[S:25]([C:28]([F:31])([F:30])[F:29])(=[O:27])=[O:26])=CC=1.C[Si]([N-][Si](C)(C)C)(C)C.[K+].[O:42]1CCCC1. Given the product [F:29][C:28]([F:31])([F:30])[S:25]([O:42][C:8]1[C:3]([CH2:2][F:1])([CH3:10])[CH2:4][CH2:5][CH2:6][CH:7]=1)(=[O:27])=[O:26], predict the reactants needed to synthesize it. (3) Given the product [CH:9]1([N:13]([C:23]([C@H:25]2[CH2:26][CH2:27][C@H:28]([CH3:31])[CH2:29][CH2:30]2)=[O:24])[C:14]2[CH:18]=[C:17]([I:32])[S:16][C:15]=2[C:19]([O:21][CH3:22])=[O:20])[CH2:12][CH2:11][CH2:10]1, predict the reactants needed to synthesize it. The reactants are: [Li+].CC([N-]C(C)C)C.[CH:9]1([N:13]([C:23]([C@H:25]2[CH2:30][CH2:29][C@H:28]([CH3:31])[CH2:27][CH2:26]2)=[O:24])[C:14]2[CH:18]=[CH:17][S:16][C:15]=2[C:19]([O:21][CH3:22])=[O:20])[CH2:12][CH2:11][CH2:10]1.[I:32]I.